This data is from Reaction yield outcomes from USPTO patents with 853,638 reactions. The task is: Predict the reaction yield, written as a fraction of the theoretical maximum amount of product (1.0 means a 100% yield; for example, 0.34 means a 34% yield). (1) The reactants are [CH2:1]([O:8][C:9]1[C:10]([OH:15])=[N:11][CH:12]=[CH:13][CH:14]=1)[C:2]1[CH:7]=[CH:6][CH:5]=[CH:4][CH:3]=1.[OH-].[K+].[CH3:18]I. The catalyst is CS(C)=O. The product is [CH2:1]([O:8][C:9]1[C:10](=[O:15])[N:11]([CH3:18])[CH:12]=[CH:13][CH:14]=1)[C:2]1[CH:3]=[CH:4][CH:5]=[CH:6][CH:7]=1. The yield is 0.930. (2) The reactants are [C:1]1([C:7]2[C:11]([C:12]3[N:13]=[CH:14][N:15]([C:17]4[CH:22]=[CH:21][C:20](C(=O)C)=[CH:19][CH:18]=4)[CH:16]=3)=[C:10]([CH2:26][O:27]C)[O:9][N:8]=2)[CH:6]=[CH:5][CH:4]=[CH:3][CH:2]=1.B(Br)(Br)Br. The catalyst is ClCCl. The product is [C:1]1([C:7]2[C:11]([C:12]3[N:13]=[CH:14][N:15]([C:17]4[CH:18]=[CH:19][CH:20]=[CH:21][CH:22]=4)[CH:16]=3)=[C:10]([CH2:26][OH:27])[O:9][N:8]=2)[CH:2]=[CH:3][CH:4]=[CH:5][CH:6]=1. The yield is 0.700. (3) The reactants are C(OC([NH:8][CH2:9][C:10]([O:12][C@H:13]1[CH2:18][CH2:17][CH2:16][CH2:15][C@@H:14]1[NH:19][C:20]1[CH:25]=[C:24]([N:26]2[C:34]3[CH2:33][C:32]([CH3:36])([CH3:35])[CH2:31][C:30](=[O:37])[C:29]=3[C:28]([C:38]([F:41])([F:40])[F:39])=[N:27]2)[CH:23]=[CH:22][C:21]=1[C:42](=[O:44])[NH2:43])=[O:11])=O)(C)(C)C.[CH3:45][S:46]([OH:49])(=[O:48])=[O:47]. The catalyst is CC(O)=O.COC(C)(C)C. The product is [CH3:45][S:46]([OH:49])(=[O:48])=[O:47].[NH2:8][CH2:9][C:10]([O:12][C@H:13]1[CH2:18][CH2:17][CH2:16][CH2:15][C@@H:14]1[NH:19][C:20]1[CH:25]=[C:24]([N:26]2[C:34]3[CH2:33][C:32]([CH3:35])([CH3:36])[CH2:31][C:30](=[O:37])[C:29]=3[C:28]([C:38]([F:39])([F:41])[F:40])=[N:27]2)[CH:23]=[CH:22][C:21]=1[C:42](=[O:44])[NH2:43])=[O:11]. The yield is 0.970. (4) The reactants are [H-].[Na+].[NH2:3][C:4]1[N:13]=[CH:12][C:11]2[CH:10]=[CH:9][C:8]3[C:14]([C:18]([O:20][CH2:21][CH3:22])=[O:19])=[N:15][N:16]([CH3:17])[C:7]=3[C:6]=2[N:5]=1.[CH2:23]([N:25]=[C:26]=[O:27])[CH3:24]. The catalyst is CN(C)C=O. The product is [CH2:23]([NH:25][C:26]([NH:3][C:4]1[N:13]=[CH:12][C:11]2[CH:10]=[CH:9][C:8]3[C:14]([C:18]([O:20][CH2:21][CH3:22])=[O:19])=[N:15][N:16]([CH3:17])[C:7]=3[C:6]=2[N:5]=1)=[O:27])[CH3:24]. The yield is 0.500. (5) The reactants are COCCOC.C(=O)([O-])[O-].[Na+].[Na+].[CH:13]1([N:18]2[CH2:23][CH2:22][CH:21]([O:24][C:25]3[N:30]=[CH:29][C:28](Br)=[CH:27][N:26]=3)[CH2:20][CH2:19]2)[CH2:17][CH2:16][CH2:15][CH2:14]1.[N:32]1([C:37]([C:39]2[CH:44]=[CH:43][C:42](B(O)O)=[CH:41][CH:40]=2)=[O:38])[CH2:36][CH2:35][CH2:34][CH2:33]1. The catalyst is C1C=CC([P]([Pd]([P](C2C=CC=CC=2)(C2C=CC=CC=2)C2C=CC=CC=2)([P](C2C=CC=CC=2)(C2C=CC=CC=2)C2C=CC=CC=2)[P](C2C=CC=CC=2)(C2C=CC=CC=2)C2C=CC=CC=2)(C2C=CC=CC=2)C2C=CC=CC=2)=CC=1.O. The product is [CH:13]1([N:18]2[CH2:23][CH2:22][CH:21]([O:24][C:25]3[N:30]=[CH:29][C:28]([C:42]4[CH:41]=[CH:40][C:39]([C:37]([N:32]5[CH2:33][CH2:34][CH2:35][CH2:36]5)=[O:38])=[CH:44][CH:43]=4)=[CH:27][N:26]=3)[CH2:20][CH2:19]2)[CH2:17][CH2:16][CH2:15][CH2:14]1. The yield is 0.570. (6) The reactants are [Cl:1][C:2]1[CH:7]=[C:6]([Cl:8])[CH:5]=[CH:4][C:3]=1[C:9]1[N:10]=[C:11](/[CH:18]=[CH:19]/[C:20]2[CH:25]=[CH:24][C:23]([O:26][CH3:27])=[CH:22][CH:21]=2)[N:12]([CH2:14][C:15](O)=[O:16])[CH:13]=1.[NH2:28][C:29]1[CH:34]=[CH:33][N:32]=[CH:31][CH:30]=1. No catalyst specified. The product is [Cl:1][C:2]1[CH:7]=[C:6]([Cl:8])[CH:5]=[CH:4][C:3]=1[C:9]1[N:10]=[C:11](/[CH:18]=[CH:19]/[C:20]2[CH:21]=[CH:22][C:23]([O:26][CH3:27])=[CH:24][CH:25]=2)[N:12]([CH2:14][C:15]([NH:28][C:29]2[CH:34]=[CH:33][N:32]=[CH:31][CH:30]=2)=[O:16])[CH:13]=1. The yield is 0.680. (7) The reactants are [CH3:1][O:2][C:3]1[CH:11]=[C:10]2[C:6]([C:7]([C@H:12]([CH2:16][CH3:17])[C:13]([OH:15])=[O:14])=[CH:8][CH2:9]2)=[CH:5][CH:4]=1.C(N(CC)CC)C. The catalyst is CCO.C1COCC1. The product is [CH3:1][O:2][C:3]1[CH:11]=[C:10]2[C:6](=[CH:5][CH:4]=1)[C@H:7]([C@H:12]([CH2:16][CH3:17])[C:13]([OH:15])=[O:14])[CH2:8][CH2:9]2. The yield is 0.950.